This data is from Forward reaction prediction with 1.9M reactions from USPTO patents (1976-2016). The task is: Predict the product of the given reaction. (1) Given the reactants [NH:1]1[CH2:6][CH2:5][CH:4]([C:7]2[C:15]3[C:10](=[CH:11][CH:12]=[CH:13][CH:14]=3)[N:9]([CH2:16][C:17]3[S:18][CH:19]=[CH:20][CH:21]=3)[CH:8]=2)[CH2:3][CH2:2]1.C([O:24][C:25](=[O:36])[C:26]1[CH:31]=[C:30]([CH2:32]Br)[CH:29]=[CH:28][C:27]=1[O:34][CH3:35])C, predict the reaction product. The product is: [CH3:35][O:34][C:27]1[CH:28]=[CH:29][C:30]([CH2:32][N:1]2[CH2:6][CH2:5][CH:4]([C:7]3[C:15]4[C:10](=[CH:11][CH:12]=[CH:13][CH:14]=4)[N:9]([CH2:16][C:17]4[S:18][CH:19]=[CH:20][CH:21]=4)[CH:8]=3)[CH2:3][CH2:2]2)=[CH:31][C:26]=1[C:25]([OH:36])=[O:24]. (2) Given the reactants C(O)(C(F)(F)F)=O.[CH3:8][CH:9]1[CH2:14][CH2:13][N:12]([C:15]([C:17]2[CH:25]=[CH:24][C:23]3[N:22]([CH2:26][C:27]4[CH:32]=[CH:31][CH:30]=[CH:29][N:28]=4)[C:21]4[CH2:33][CH2:34][NH:35][CH2:36][C:20]=4[C:19]=3[CH:18]=2)=[O:16])[CH2:11][CH2:10]1.[O:37]1[CH2:42][CH2:41][C:40](=O)[CH2:39][CH2:38]1, predict the reaction product. The product is: [CH3:8][CH:9]1[CH2:10][CH2:11][N:12]([C:15]([C:17]2[CH:25]=[CH:24][C:23]3[N:22]([CH2:26][C:27]4[CH:32]=[CH:31][CH:30]=[CH:29][N:28]=4)[C:21]4[CH2:33][CH2:34][N:35]([CH:40]5[CH2:41][CH2:42][O:37][CH2:38][CH2:39]5)[CH2:36][C:20]=4[C:19]=3[CH:18]=2)=[O:16])[CH2:13][CH2:14]1. (3) Given the reactants [CH:1]1([NH2:7])[CH2:6][CH2:5][CH2:4][CH2:3][CH2:2]1.C(N(C(C)C)CC)(C)C.[CH:17]1([NH:20][C:21]([C:23]2[CH:24]=[C:25]([F:47])[C:26]([CH3:46])=[C:27]([C:29]3[CH:34]=[CH:33][C:32]([C:35](O)=[O:36])=[CH:31][C:30]=3[C:38]([NH:40][C:41]3[S:42][CH:43]=[CH:44][N:45]=3)=[O:39])[CH:28]=2)=[O:22])[CH2:19][CH2:18]1.F[P-](F)(F)(F)(F)F.ClC1C=CC2N=NN(OC(N(C)C)=[N+](C)C)C=2C=1, predict the reaction product. The product is: [CH:1]1([NH:7][C:35]([C:32]2[CH:31]=[C:30]([C:38]([NH:40][C:41]3[S:42][CH:43]=[CH:44][N:45]=3)=[O:39])[C:29]([C:27]3[C:26]([CH3:46])=[C:25]([F:47])[CH:24]=[C:23]([C:21]([NH:20][CH:17]4[CH2:19][CH2:18]4)=[O:22])[CH:28]=3)=[CH:34][CH:33]=2)=[O:36])[CH2:6][CH2:5][CH2:4][CH2:3][CH2:2]1. (4) Given the reactants [F:1][C:2]1([F:35])[CH2:4][CH:3]1[CH2:5][CH2:6][O:7][C:8]1[CH:13]=[CH:12][C:11]([C:14]2[O:15][C:16]3[CH:21]=[C:20]([O:22][CH2:23][C@@H:24]([NH:26][C:27](=O)[O:28]C(C)(C)C)[CH3:25])[N:19]=[CH:18][C:17]=3[N:34]=2)=[CH:10][CH:9]=1.Cl.[C:37](OCC)(=O)C, predict the reaction product. The product is: [F:35][C:2]1([F:1])[CH2:4][CH:3]1[CH2:5][CH2:6][O:7][C:8]1[CH:9]=[CH:10][C:11]([C:14]2[O:15][C:16]3[CH:21]=[C:20]([O:22][CH2:23][C@@H:24]([NH:26][C:27](=[O:28])[CH3:37])[CH3:25])[N:19]=[CH:18][C:17]=3[N:34]=2)=[CH:12][CH:13]=1. (5) Given the reactants [C:1]([OH:7])([C:3]([F:6])([F:5])[F:4])=[O:2].[CH2:8]([O:15][C:16]1[CH:17]=[C:18]([CH2:24][C@H:25]([NH:30][C:31](=[O:43])[C@@H:32]([NH:35]C(OC(C)(C)C)=O)[CH2:33][OH:34])[C:26]([O:28][CH3:29])=[O:27])[CH:19]=[CH:20][C:21]=1[O:22][CH3:23])[C:9]1[CH:14]=[CH:13][CH:12]=[CH:11][CH:10]=1, predict the reaction product. The product is: [NH2:35][C@@H:32]([CH2:33][OH:34])[C:31]([NH:30][C@@H:25]([CH2:24][C:18]1[CH:19]=[CH:20][C:21]([O:22][CH3:23])=[C:16]([O:15][CH2:8][C:9]2[CH:10]=[CH:11][CH:12]=[CH:13][CH:14]=2)[CH:17]=1)[C:26]([O:28][CH3:29])=[O:27])=[O:43].[C:1]([OH:7])([C:3]([F:6])([F:5])[F:4])=[O:2]. (6) Given the reactants CO[C:3](=[O:14])[C:4]1[C:9]([CH3:10])=[CH:8][C:7]([Br:11])=[CH:6][C:5]=1[CH2:12]Br.[CH3:15][CH:16]([NH2:20])[CH:17]([CH3:19])[CH3:18].C([O-])([O-])=O.[K+].[K+], predict the reaction product. The product is: [Br:11][C:7]1[CH:6]=[C:5]2[C:4](=[C:9]([CH3:10])[CH:8]=1)[C:3](=[O:14])[N:20]([CH:16]([CH3:15])[CH:17]([CH3:19])[CH3:18])[CH2:12]2. (7) The product is: [F:14][C:13]([F:15])([F:16])[CH:6]1[CH2:7][C:8](=[O:12])[CH2:9][C:10](=[O:11])[CH2:5]1. Given the reactants COC([CH:5]1[C:10]([O-:11])=[CH:9][C:8](=[O:12])[CH2:7][CH:6]1[C:13]([F:16])([F:15])[F:14])=O.[Na+].[OH-].[Na+].S(=O)(=O)(O)O, predict the reaction product.